Dataset: Full USPTO retrosynthesis dataset with 1.9M reactions from patents (1976-2016). Task: Predict the reactants needed to synthesize the given product. Given the product [NH2:1][C@@:2]([CH3:38])([CH2:8][CH2:9][C:10]1[CH:11]=[C:12]2[C:35](=[CH:36][CH:37]=1)[C:16]1=[N:17][O:18][C:19]([C:20]3[CH:21]=[N:22][N:23]([C:29]4[CH:30]=[CH:31][CH:32]=[CH:33][CH:34]=4)[C:24]=3[C:25]([F:26])([F:28])[F:27])=[C:15]1[CH2:14][CH2:13]2)[C:3]([OH:5])=[O:4].[C:41]([OH:42])([C:25]([F:28])([F:27])[F:26])=[O:39], predict the reactants needed to synthesize it. The reactants are: [NH2:1][C:2]([CH3:38])([CH2:8][CH2:9][C:10]1[CH:11]=[C:12]2[C:35](=[CH:36][CH:37]=1)[C:16]1=[N:17][O:18][C:19]([C:20]3[CH:21]=[N:22][N:23]([C:29]4[CH:34]=[CH:33][CH:32]=[CH:31][CH:30]=4)[C:24]=3[C:25]([F:28])([F:27])[F:26])=[C:15]1[CH2:14][CH2:13]2)[C:3]([O:5]CC)=[O:4].[OH-:39].[Na+].[CH3:41][OH:42].